Dataset: Reaction yield outcomes from USPTO patents with 853,638 reactions. Task: Predict the reaction yield, written as a fraction of the theoretical maximum amount of product (1.0 means a 100% yield; for example, 0.34 means a 34% yield). The reactants are [I:1]Cl.[O:3]1[C:7]2[CH:8]=[CH:9][C:10]([NH:12][C:13](=[O:15])[CH3:14])=[CH:11][C:6]=2[O:5][CH2:4]1. The catalyst is C(Cl)Cl.C(O)(=O)C. The product is [I:1][C:9]1[C:10]([NH:12][C:13](=[O:15])[CH3:14])=[CH:11][C:6]2[O:5][CH2:4][O:3][C:7]=2[CH:8]=1. The yield is 0.220.